From a dataset of Full USPTO retrosynthesis dataset with 1.9M reactions from patents (1976-2016). Predict the reactants needed to synthesize the given product. (1) Given the product [Cl:1][C:2]1[CH:3]=[C:4]2[C:13](=[C:14]3[C:19]=1[CH:18]=[CH:17][CH:16]=[N:15]3)[NH:12][S:11](=[O:21])(=[O:20])[C:10]1[C:5]2=[CH:6][C:7]([O:25][CH2:24][CH3:23])=[CH:8][CH:9]=1, predict the reactants needed to synthesize it. The reactants are: [Cl:1][C:2]1[CH:3]=[C:4]2[C:13](=[C:14]3[C:19]=1[CH:18]=[CH:17][CH:16]=[N:15]3)[NH:12][S:11](=[O:21])(=[O:20])[C:10]1[C:5]2=[CH:6][C:7](F)=[CH:8][CH:9]=1.[CH3:23][CH2:24][OH:25].[H-].[Na+]. (2) Given the product [CH3:1][O:2][C:3]1[CH:8]=[C:7]([O:9][CH3:10])[CH:6]=[CH:5][C:4]=1[CH2:11][CH2:12][CH2:13][CH2:14][O:15][S:17]([CH3:16])(=[O:19])=[O:18], predict the reactants needed to synthesize it. The reactants are: [CH3:1][O:2][C:3]1[CH:8]=[C:7]([O:9][CH3:10])[CH:6]=[CH:5][C:4]=1[CH2:11][CH2:12][CH2:13][CH2:14][OH:15].[CH3:16][S:17](Cl)(=[O:19])=[O:18]. (3) Given the product [CH3:1][O:2][C:3]1[CH:4]=[CH:5][C:6]([C:9]([O-:11])=[O:10])=[N:7][CH:8]=1.[Na+:14], predict the reactants needed to synthesize it. The reactants are: [CH3:1][O:2][C:3]1[CH:4]=[CH:5][C:6]([C:9]([O:11]C)=[O:10])=[N:7][CH:8]=1.[OH-].[Na+:14]. (4) Given the product [OH:19][CH:9]1[C:8]2[CH:7]=[CH:6][N:5]3[C:20]([CH3:21])=[C:2]([CH3:1])[N:3]=[C:4]3[C:13]=2[NH:12][CH:11]([C:14]2[CH:18]=[CH:17][S:16][CH:15]=2)[CH2:10]1, predict the reactants needed to synthesize it. The reactants are: [CH3:1][C:2]1[N:3]=[C:4]2[C:13]3[NH:12][CH:11]([C:14]4[CH:18]=[CH:17][S:16][CH:15]=4)[CH2:10][C:9](=[O:19])[C:8]=3[CH:7]=[CH:6][N:5]2[C:20]=1[CH3:21].[BH4-].[Na+].[Cl-].[NH4+].